Dataset: Full USPTO retrosynthesis dataset with 1.9M reactions from patents (1976-2016). Task: Predict the reactants needed to synthesize the given product. (1) Given the product [F:1][C:2]1[CH:3]=[CH:4][C:5]2[O:9][CH:8]=[CH:7][C:6]=2[C:10]=1[CH2:11][NH2:12], predict the reactants needed to synthesize it. The reactants are: [F:1][C:2]1[C:10]([C:11]#[N:12])=[C:6]2[CH:7]=[CH:8][O:9][C:5]2=[CH:4][CH:3]=1. (2) Given the product [Br:16][C:15]1[CH:14]=[CH:13][CH:12]=[C:3]2[C:2]=1[NH:1][C:17](=[O:18])[N:6]([CH2:7][C:8]([F:9])([F:10])[F:11])[C:4]2=[O:5], predict the reactants needed to synthesize it. The reactants are: [NH2:1][C:2]1[C:15]([Br:16])=[CH:14][CH:13]=[CH:12][C:3]=1[C:4]([NH:6][CH2:7][C:8]([F:11])([F:10])[F:9])=[O:5].[C:17](OC(Cl)(Cl)Cl)(OC(Cl)(Cl)Cl)=[O:18]. (3) The reactants are: [NH2:1][C@H:2]([CH3:26])[CH2:3][C:4]1[CH:9]=[CH:8][C:7]([S:10]([C:13]2[CH:14]=[C:15]([CH:23]=[CH:24][CH:25]=2)[O:16][CH2:17][C:18]([O:20][CH2:21][CH3:22])=[O:19])(=[O:12])=[O:11])=[CH:6][CH:5]=1.[Cl:27][C:28]1[CH:29]=[C:30]([C@@H:34]2[CH2:36][O:35]2)[CH:31]=[CH:32][CH:33]=1. Given the product [Cl:27][C:28]1[CH:29]=[C:30]([C@@H:34]([OH:35])[CH2:36][NH:1][C@H:2]([CH3:26])[CH2:3][C:4]2[CH:9]=[CH:8][C:7]([S:10]([C:13]3[CH:14]=[C:15]([CH:23]=[CH:24][CH:25]=3)[O:16][CH2:17][C:18]([O:20][CH2:21][CH3:22])=[O:19])(=[O:12])=[O:11])=[CH:6][CH:5]=2)[CH:31]=[CH:32][CH:33]=1, predict the reactants needed to synthesize it. (4) Given the product [N:5]1[CH:6]=[CH:7][CH:8]=[CH:9][C:4]=1[CH:1]([OH:3])[CH3:2], predict the reactants needed to synthesize it. The reactants are: [C:1]([C:4]1[CH:9]=[CH:8][CH:7]=[CH:6][N:5]=1)(=[O:3])[CH3:2].[BH4-].[Na+]. (5) Given the product [C:1]([C:4]1[CH:5]=[C:6]([C:9]([NH:11][N:12]([CH2:28][C@H:29]([C:30]([OH:32])=[O:31])[OH:33])[CH2:13][C:14]2[CH:19]=[CH:18][C:17]([C:20]3[CH:25]=[C:24]([Cl:26])[CH:23]=[CH:22][C:21]=3[F:27])=[CH:16][CH:15]=2)=[O:10])[N:7]([CH2:46][O:47][C:48](=[O:61])[C@@H:49]([NH2:53])[CH:50]([CH3:52])[CH3:51])[N:8]=1)(=[O:3])[CH3:2], predict the reactants needed to synthesize it. The reactants are: [C:1]([C:4]1[CH:5]=[C:6]([C:9]([NH:11][N:12]([CH2:28][C@@H:29]([OH:33])[C:30]([OH:32])=[O:31])[CH2:13][C:14]2[CH:19]=[CH:18][C:17]([C:20]3[CH:25]=[C:24]([Cl:26])[CH:23]=[CH:22][C:21]=3[F:27])=[CH:16][CH:15]=2)=[O:10])[NH:7][N:8]=1)(=[O:3])[CH3:2].CC(C)=O.CCN(CC)CC.Cl[CH2:46][O:47][C:48](=[O:61])[C@@H:49]([NH:53]C(OC(C)(C)C)=O)[CH:50]([CH3:52])[CH3:51].CC#N.Cl.O1CCOCC1. (6) The reactants are: C(O)(=O)C.O.[Br:6][C:7]1[CH:12]=[C:11]([O:13][C:14]2[CH:19]=[CH:18][CH:17]=[C:16]([O:20][CH3:21])[CH:15]=2)[C:10]([N+:22]([O-])=O)=[CH:9][C:8]=1[F:25]. Given the product [Br:6][C:7]1[C:8]([F:25])=[CH:9][C:10]([NH2:22])=[C:11]([O:13][C:14]2[CH:19]=[CH:18][CH:17]=[C:16]([O:20][CH3:21])[CH:15]=2)[CH:12]=1, predict the reactants needed to synthesize it. (7) Given the product [F:18][C:16]1[CH:15]=[CH:14][C:13]([N+:19]([O-:21])=[O:20])=[C:12]([O:5][CH2:4][CH2:3][O:2][CH3:1])[CH:17]=1, predict the reactants needed to synthesize it. The reactants are: [CH3:1][O:2][CH2:3][CH2:4][OH:5].CC(C)([O-])C.F[C:12]1[CH:17]=[C:16]([F:18])[CH:15]=[CH:14][C:13]=1[N+:19]([O-:21])=[O:20].